Dataset: Catalyst prediction with 721,799 reactions and 888 catalyst types from USPTO. Task: Predict which catalyst facilitates the given reaction. (1) Reactant: CON(C)[C:4](=[O:16])[CH2:5][CH2:6][C:7]1[C:12]([Cl:13])=[CH:11][C:10]([Cl:14])=[CH:9][C:8]=1[Cl:15].[CH3:18]COCC. Product: [Cl:15][C:8]1[CH:9]=[C:10]([Cl:14])[CH:11]=[C:12]([Cl:13])[C:7]=1[CH2:6][CH2:5][C:4](=[O:16])[CH3:18]. The catalyst class is: 1. (2) Reactant: [NH2:1][C:2]([CH3:15])([CH2:5][CH2:6][O:7][CH2:8][C:9]1[CH:14]=[CH:13][CH:12]=[CH:11][CH:10]=1)[C:3]#[N:4].[H-].[Al+3].[Li+].[H-].[H-].[H-].O.[OH-].[Na+]. Product: [CH2:8]([O:7][CH2:6][CH2:5][C:2]([CH3:15])([NH2:1])[CH2:3][NH2:4])[C:9]1[CH:14]=[CH:13][CH:12]=[CH:11][CH:10]=1. The catalyst class is: 1. (3) Reactant: [C:1]([O:5][C:6]([N:8]1[CH2:12][C@H:11]([OH:13])[CH2:10][C@H:9]1[C:14]([N:16]1[CH2:20][CH2:19][S:18][CH2:17]1)=[O:15])=[O:7])([CH3:4])([CH3:3])[CH3:2].C(N(CC)CC)C. Product: [C:1]([O:5][C:6]([N:8]1[CH2:12][C:11](=[O:13])[CH2:10][C@H:9]1[C:14]([N:16]1[CH2:20][CH2:19][S:18][CH2:17]1)=[O:15])=[O:7])([CH3:4])([CH3:2])[CH3:3]. The catalyst class is: 16. (4) The catalyst class is: 351. Product: [Br:1][C:2]1[C:10]2[CH2:9][O:8][C:7](=[O:11])[C:6]=2[CH:5]=[CH:4][C:3]=1[CH:13]=[CH2:14]. Reactant: [Br:1][C:2]1[C:10]2[CH2:9][O:8][C:7](=[O:11])[C:6]=2[CH:5]=[CH:4][C:3]=1Br.[CH:13]([B-](F)(F)F)=[CH2:14].[K+]. (5) Reactant: [C:1]([C:3]1[CH:4]=[C:5]2[C:10](=[CH:11][CH:12]=1)[C:9](=[O:13])[CH2:8][CH2:7][C:6]2([CH3:15])[CH3:14])#[CH:2].[CH2:16]([O:18][C:19](=[O:29])[CH2:20][C:21]1[CH:26]=[CH:25][C:24](I)=[CH:23][C:22]=1[F:28])[CH3:17].O1CCCC1.C(OCC)(=O)C. Product: [CH2:16]([O:18][C:19](=[O:29])[CH2:20][C:21]1[CH:26]=[CH:25][C:24]([C:2]#[C:1][C:3]2[CH:12]=[CH:11][C:10]3[C:9](=[O:13])[CH2:8][CH2:7][C:6]([CH3:15])([CH3:14])[C:5]=3[CH:4]=2)=[CH:23][C:22]=1[F:28])[CH3:17]. The catalyst class is: 730.